This data is from Full USPTO retrosynthesis dataset with 1.9M reactions from patents (1976-2016). The task is: Predict the reactants needed to synthesize the given product. (1) Given the product [ClH:29].[C:5](=[O:11])([OH:20])[O:6][CH2:7][CH2:10][NH:13][CH3:18], predict the reactants needed to synthesize it. The reactants are: OCCN(C)[C:5](=[O:11])[O:6][C:7]([CH3:10])(C)C.[N:13]1[CH:18]=CC=CC=1.C([Cl:29])(=O)[O:20]CC1C=CC=CC=1. (2) The reactants are: [NH2:1][C:2]1[O:6][N:5]=[C:4]([C:7]2[CH:12]=[CH:11][CH:10]=[CH:9][C:8]=2[Cl:13])[C:3]=1[C:14]([OH:16])=O.Cl.C(N=C=NCCCN(C)C)C.[F:29][C:30]1[CH:35]=[CH:34][CH:33]=[CH:32][C:31]=1[N:36]1[CH2:41][CH2:40][NH:39][CH2:38][CH2:37]1. Given the product [NH2:1][C:2]1[O:6][N:5]=[C:4]([C:7]2[CH:12]=[CH:11][CH:10]=[CH:9][C:8]=2[Cl:13])[C:3]=1[C:14]([N:39]1[CH2:38][CH2:37][N:36]([C:31]2[CH:32]=[CH:33][CH:34]=[CH:35][C:30]=2[F:29])[CH2:41][CH2:40]1)=[O:16], predict the reactants needed to synthesize it. (3) The reactants are: C1(P(C2C=CC=CC=2)C2(P(C3C=CC=CC=3)C3C=CC=CC=3)CC=C3C(C=CC=C3)=C2C2C3C(=CC=CC=3)C=CC=2)C=CC=CC=1.CC(C)([O-])C.[Na+].Br[C:54]1[CH:55]=[C:56]2[C:65](=[CH:66][CH:67]=1)[C:64](=[O:68])[C:63]1[CH2:62][CH2:61][CH:60]([CH2:69][CH3:70])[CH2:59][C:58]=1[S:57]2.[NH:71]1[CH2:76][CH2:75][CH2:74][CH2:73][CH2:72]1. Given the product [CH2:69]([CH:60]1[CH2:59][C:58]2[S:57][C:56]3[C:65](=[CH:66][CH:67]=[C:54]([N:71]4[CH2:76][CH2:75][CH2:74][CH2:73][CH2:72]4)[CH:55]=3)[C:64](=[O:68])[C:63]=2[CH2:62][CH2:61]1)[CH3:70], predict the reactants needed to synthesize it. (4) Given the product [CH2:10]([O:9][C:7]([NH:6]/[C:5](=[CH:26]\[C:25]1[CH:28]=[C:29]([F:32])[CH:30]=[CH:31][C:24]=1[F:23])/[C:3]([O:2][CH3:1])=[O:4])=[O:8])[C:11]1[CH:12]=[CH:13][CH:14]=[CH:15][CH:16]=1, predict the reactants needed to synthesize it. The reactants are: [CH3:1][O:2][C:3]([CH:5](P(OC)(OC)=O)[NH:6][C:7]([O:9][CH2:10][C:11]1[CH:16]=[CH:15][CH:14]=[CH:13][CH:12]=1)=[O:8])=[O:4].[F:23][C:24]1[CH:31]=[CH:30][C:29]([F:32])=[CH:28][C:25]=1[CH:26]=O.C1CCN2C(=NCCC2)CC1. (5) Given the product [CH3:18][N:19]([CH3:31])[C:20]1([C:26]2[S:27][CH:28]=[CH:29][CH:30]=2)[CH2:25][CH2:24][N:23]([CH2:9][CH2:8][NH:7][C:6](=[O:11])[O:5][C:1]([CH3:4])([CH3:3])[CH3:2])[CH2:22][CH2:21]1, predict the reactants needed to synthesize it. The reactants are: [C:1]([O:5][C:6](=[O:11])[NH:7][CH2:8][CH2:9]Br)([CH3:4])([CH3:3])[CH3:2].C(=O)([O-])[O-].[K+].[K+].[CH3:18][N:19]([CH3:31])[C:20]1([C:26]2[S:27][CH:28]=[CH:29][CH:30]=2)[CH2:25][CH2:24][NH:23][CH2:22][CH2:21]1.CO.C(Cl)(Cl)Cl. (6) Given the product [NH2:3][C:4]1[N:9]=[CH:8][N:7]=[C:6]2[N:10]([CH:14]([C:16]3[CH:17]=[C:18]([Cl:30])[C:19]([C:28]#[N:29])=[C:20]4[C:26]=3[O:25][CH:24]([CH3:27])[CH2:23][N:22]([CH2:40][C:41]3[CH:42]=[N:43][CH:44]=[CH:45][CH:46]=3)[CH2:21]4)[CH3:15])[N:11]=[C:12]([CH3:13])[C:5]=12, predict the reactants needed to synthesize it. The reactants are: Cl.Cl.[NH2:3][C:4]1[N:9]=[CH:8][N:7]=[C:6]2[N:10]([CH:14]([C:16]3[CH:17]=[C:18]([Cl:30])[C:19]([C:28]#[N:29])=[C:20]4[C:26]=3[O:25][CH:24]([CH3:27])[CH2:23][NH:22][CH2:21]4)[CH3:15])[N:11]=[C:12]([CH3:13])[C:5]=12.C(N(CC)CC)C.Br.Br[CH2:40][C:41]1[CH:42]=[N:43][CH:44]=[CH:45][CH:46]=1. (7) Given the product [CH3:66][CH:65]([CH3:67])[C@@:64]([C:69]([NH:37][C@H:36]([C:35]([N:34]([C@@H:29]([C@@H:30]([CH3:33])[CH2:31][CH3:32])[C@H:28]([O:43][CH3:44])[CH2:27][C:26]([N:22]1[CH2:23][CH2:24][CH2:25][C@H:21]1[C@H:3]([O:2][CH3:1])[C@@H:4]([CH3:20])[C:5]([NH:7][C@@H:8]([CH2:9][C:10]1[CH:11]=[CH:12][CH:13]=[CH:14][CH:15]=1)[C:16]([O:18][CH3:19])=[O:17])=[O:6])=[O:45])[CH3:42])=[O:41])[CH:38]([CH3:39])[CH3:40])=[O:70])([CH3:68])[NH2:63], predict the reactants needed to synthesize it. The reactants are: [CH3:1][O:2][C@@H:3]([C@@H:21]1[CH2:25][CH2:24][CH2:23][N:22]1[C:26](=[O:45])[CH2:27][C@@H:28]([O:43][CH3:44])[C@@H:29]([N:34]([CH3:42])[C:35](=[O:41])[C@H:36]([CH:38]([CH3:40])[CH3:39])[NH2:37])[C@@H:30]([CH3:33])[CH2:31][CH3:32])[C@@H:4]([CH3:20])[C:5]([NH:7][C@H:8]([C:16]([O:18][CH3:19])=[O:17])[CH2:9][C:10]1[CH:15]=[CH:14][CH:13]=[CH:12][CH:11]=1)=[O:6].C1C2C(COC([NH:63][C@:64]([C:69](O)=[O:70])([CH3:68])[CH:65]([CH3:67])[CH3:66])=O)C3C(=CC=CC=3)C=2C=CC=1.CCN(C(C)C)C(C)C.CN(C(ON1N=NC2C=CC=NC1=2)=[N+](C)C)C.F[P-](F)(F)(F)(F)F.C(NCC)C. (8) Given the product [Cl:15][C:10]1[CH:9]=[C:8]([N:6]2[CH:7]=[C:3]([CH2:2][N:16]3[CH:20]=[CH:19][N:18]=[C:17]3[CH:21]=[O:22])[N:4]=[CH:5]2)[CH:13]=[CH:12][C:11]=1[Cl:14], predict the reactants needed to synthesize it. The reactants are: Cl[CH2:2][C:3]1[N:4]=[CH:5][N:6]([C:8]2[CH:13]=[CH:12][C:11]([Cl:14])=[C:10]([Cl:15])[CH:9]=2)[CH:7]=1.[NH:16]1[CH:20]=[CH:19][N:18]=[C:17]1[CH:21]=[O:22].C(=O)([O-])[O-].[Cs+].[Cs+].